Dataset: Catalyst prediction with 721,799 reactions and 888 catalyst types from USPTO. Task: Predict which catalyst facilitates the given reaction. (1) Reactant: C([O-])(=O)C.[Na+].[CH3:6][O:7][CH2:8][O:9][CH2:10][CH2:11][CH:12]1[CH2:14][O:13]1.[Cl:15][C:16]1[NH:17][CH:18]=[C:19]([N+:21]([O-:23])=[O:22])[N:20]=1. Product: [Cl:15][C:16]1[N:17]([CH2:14][CH:12]([OH:13])[CH2:11][CH2:10][O:9][CH2:8][O:7][CH3:6])[CH:18]=[C:19]([N+:21]([O-:23])=[O:22])[N:20]=1. The catalyst class is: 8. (2) Reactant: [F:1][C:2]1[CH:7]=[CH:6][CH:5]=[CH:4][C:3]=1[C:8]([CH3:14])([CH3:13])[C:9]([O:11]C)=[O:10].[OH-].[K+].CCO. Product: [F:1][C:2]1[CH:7]=[CH:6][CH:5]=[CH:4][C:3]=1[C:8]([CH3:14])([CH3:13])[C:9]([OH:11])=[O:10]. The catalyst class is: 6.